From a dataset of Forward reaction prediction with 1.9M reactions from USPTO patents (1976-2016). Predict the product of the given reaction. (1) The product is: [Br:1][C:2]1[CH:7]=[CH:6][C:5]([I:27])=[C:4]([O:9][CH3:10])[CH:3]=1. Given the reactants [Br:1][C:2]1[CH:7]=[CH:6][C:5](N)=[C:4]([O:9][CH3:10])[CH:3]=1.O.C1(C)C=CC(S(O)(=O)=O)=CC=1.N([O-])=O.[Na+].[I-:27].[K+], predict the reaction product. (2) Given the reactants I[C:2]1[C:10]2[C:5](=[N:6][CH:7]=[C:8]([C:11]3[CH:16]=[CH:15][CH:14]=[C:13]([NH:17][S:18]([CH3:21])(=[O:20])=[O:19])[CH:12]=3)[CH:9]=2)[N:4]([C:22]([O:24][C:25]([CH3:28])([CH3:27])[CH3:26])=[O:23])[CH:3]=1.[N+:29]([C:32]1[CH:33]=[C:34]([CH:50]=[CH:51][CH:52]=1)[CH2:35][N:36]1[CH:40]=[C:39](B2OC(C)(C)C(C)(C)O2)[CH:38]=[N:37]1)([O-:31])=[O:30].C(=O)([O-])[O-].[Na+].[Na+], predict the reaction product. The product is: [CH3:21][S:18]([NH:17][C:13]1[CH:12]=[C:11]([C:8]2[CH:9]=[C:10]3[C:2]([C:39]4[CH:38]=[N:37][N:36]([CH2:35][C:34]5[CH:50]=[CH:51][CH:52]=[C:32]([N+:29]([O-:31])=[O:30])[CH:33]=5)[CH:40]=4)=[CH:3][N:4]([C:22]([O:24][C:25]([CH3:28])([CH3:27])[CH3:26])=[O:23])[C:5]3=[N:6][CH:7]=2)[CH:16]=[CH:15][CH:14]=1)(=[O:20])=[O:19]. (3) The product is: [C:1]([C:3]1[CH:14]=[CH:13][C:6]([CH2:7][C:8]([CH2:18][CH:19]2[CH2:21][C:20]2([Cl:23])[Cl:22])([C:11]#[N:12])[C:9]#[N:10])=[CH:5][CH:4]=1)#[N:2]. Given the reactants [C:1]([C:3]1[CH:14]=[CH:13][C:6]([CH2:7][CH:8]([C:11]#[N:12])[C:9]#[N:10])=[CH:5][CH:4]=1)#[N:2].[H-].[Na+].Br[CH2:18][CH:19]1[CH2:21][C:20]1([Cl:23])[Cl:22], predict the reaction product.